From a dataset of Forward reaction prediction with 1.9M reactions from USPTO patents (1976-2016). Predict the product of the given reaction. (1) Given the reactants CCN(C(C)C)C(C)C.[CH2:10]([O:17][N:18]1[C:24](=[O:25])[N:23]2[CH2:26][C@H:19]1[CH2:20][CH2:21][C@H:22]2[C:27]([NH:29][NH2:30])=[O:28])[C:11]1[CH:16]=[CH:15][CH:14]=[CH:13][CH:12]=1.[C:31]([O:35][C:36]([NH:38][CH2:39][CH2:40][C:41](O)=[O:42])=[O:37])([CH3:34])([CH3:33])[CH3:32].CN(C(ON1N=NC2C=CC=NC1=2)=[N+](C)C)C.F[P-](F)(F)(F)(F)F, predict the reaction product. The product is: [CH2:10]([O:17][N:18]1[C:24](=[O:25])[N:23]2[CH2:26][C@H:19]1[CH2:20][CH2:21][C@H:22]2[C:27]([NH:29][NH:30][C:41](=[O:42])[CH2:40][CH2:39][NH:38][C:36](=[O:37])[O:35][C:31]([CH3:32])([CH3:33])[CH3:34])=[O:28])[C:11]1[CH:16]=[CH:15][CH:14]=[CH:13][CH:12]=1. (2) Given the reactants [O:1]=[C:2]([CH3:11])[CH2:3][C:4]([O:6][C:7]([CH3:10])([CH3:9])[CH3:8])=[O:5].[H-].[Na+].I[CH2:15][CH2:16][CH2:17][CH2:18][C:19]([O:21][CH2:22][CH3:23])=[O:20].C(OCC)(=O)C, predict the reaction product. The product is: [C:2]([CH:3]([CH2:15][CH2:16][CH2:17][CH2:18][C:19]([O:21][CH2:22][CH3:23])=[O:20])[C:4]([O:6][C:7]([CH3:10])([CH3:9])[CH3:8])=[O:5])(=[O:1])[CH3:11]. (3) Given the reactants [CH3:1][N:2]([CH3:48])[CH2:3][CH2:4][CH2:5][NH:6][C:7]([C:9]1[N:13]([CH3:14])[CH:12]=[C:11]([NH:15][C:16]([C:18]2[N:22]([CH2:23][CH2:24][CH:25]([CH3:27])[CH3:26])[CH:21]=[C:20]([NH:28][C:29]([C:31]3[N:32]([CH3:47])[CH:33]=[C:34]([NH:36][C:37](=[O:46])[C:38]4[CH:43]=[CH:42][CH:41]=[C:40]([O:44][CH3:45])[CH:39]=4)[CH:35]=3)=[O:30])[CH:19]=2)=[O:17])[CH:10]=1)=[O:8].[CH3:49]OC1C=CC(CC(Cl)=O)=CC=1, predict the reaction product. The product is: [CH3:48][N:2]([CH3:1])[CH2:3][CH2:4][CH2:5][NH:6][C:7]([C:9]1[N:13]([CH3:14])[CH:12]=[C:11]([NH:15][C:16]([C:18]2[N:22]([CH2:23][CH2:24][CH:25]([CH3:27])[CH3:26])[CH:21]=[C:20]([NH:28][C:29]([C:31]3[N:32]([CH3:47])[CH:33]=[C:34]([NH:36][C:37](=[O:46])[CH2:38][C:43]4[CH:42]=[CH:41][C:40]([O:44][CH3:45])=[CH:39][CH:49]=4)[CH:35]=3)=[O:30])[CH:19]=2)=[O:17])[CH:10]=1)=[O:8]. (4) Given the reactants [N:1]1[CH:6]=[CH:5][CH:4]=[C:3]([NH:7][C:8](=[O:10])[O-])[N:2]=1.[F:11][C:12]1[CH:17]=[C:16]([F:18])[CH:15]=[CH:14][C:13]=1[C:19]1[CH:24]=[C:23]([N:25]2[CH2:30][CH2:29][NH:28][CH2:27][CH2:26]2)[CH:22]=[CH:21][N:20]=1, predict the reaction product. The product is: [F:11][C:12]1[CH:17]=[C:16]([F:18])[CH:15]=[CH:14][C:13]=1[C:19]1[CH:24]=[C:23]([N:25]2[CH2:26][CH2:27][N:28]([C:8]([NH:7][C:3]3[N:2]=[N:1][CH:6]=[CH:5][CH:4]=3)=[O:10])[CH2:29][CH2:30]2)[CH:22]=[CH:21][N:20]=1.